Dataset: Forward reaction prediction with 1.9M reactions from USPTO patents (1976-2016). Task: Predict the product of the given reaction. (1) Given the reactants Cl[C:2]1([CH3:24])[CH:23]=[CH:22][C:5]([S:6]([N:9]2[C:13]3=[N:14][CH:15]=[C:16]([C:18]([O:20][CH3:21])=[O:19])[CH:17]=[C:12]3[CH:11]=[CH:10]2)(=[O:8])=[O:7])=[CH:4][CH2:3]1.[NH2:25][C@H:26]1[CH2:31][CH2:30][CH2:29][CH2:28][N:27]1[C:32](=[O:43])[CH2:33][NH:34][C:35]1[CH:40]=[C:39]([Cl:41])[CH:38]=[C:37]([Cl:42])[CH:36]=1.CC1(C)C2C(=C(P(C3C=CC=CC=3)C3C=CC=CC=3)C=CC=2)OC2C(P(C3C=CC=CC=3)C3C=CC=CC=3)=CC=CC1=2.C([O-])([O-])=O.[Cs+].[Cs+], predict the reaction product. The product is: [Cl:41][C:39]1[CH:40]=[C:35]([NH:34][CH2:33][C:32]([N:27]2[CH2:28][CH2:29][CH2:30][CH2:31][C@@H:26]2[NH:25][C:17]2[C:16]([C:18]([O:20][CH3:21])=[O:19])=[CH:15][N:14]=[C:13]3[N:9]([S:6]([C:5]4[CH:4]=[CH:3][C:2]([CH3:24])=[CH:23][CH:22]=4)(=[O:7])=[O:8])[CH:10]=[CH:11][C:12]=23)=[O:43])[CH:36]=[C:37]([Cl:42])[CH:38]=1. (2) Given the reactants [CH2:1]([OH:8])[C:2]1[CH:7]=[CH:6][CH:5]=[CH:4][CH:3]=1.[H-].[Na+].Cl[C:12]1[C:22]2[C:21](=[O:23])[N:20]([CH2:24][CH3:25])[CH2:19][C:18]([CH3:27])([CH3:26])[O:17][C:16]=2[N:15]=[C:14]([S:28][CH3:29])[N:13]=1.O, predict the reaction product. The product is: [CH2:1]([O:8][C:12]1[C:22]2[C:21](=[O:23])[N:20]([CH2:24][CH3:25])[CH2:19][C:18]([CH3:26])([CH3:27])[O:17][C:16]=2[N:15]=[C:14]([S:28][CH3:29])[N:13]=1)[C:2]1[CH:7]=[CH:6][CH:5]=[CH:4][CH:3]=1. (3) Given the reactants [CH2:1]([O:3][C:4]1[CH:9]=[CH:8][N:7]([C:10]2[CH:15]=[CH:14][C:13]([F:16])=[CH:12][CH:11]=2)[C:6](=[O:17])[C:5]=1[C:18]([O:20][CH2:21]C)=[O:19])C.C[O-].[Na+], predict the reaction product. The product is: [CH3:1][O:3][C:4]1[CH:9]=[CH:8][N:7]([C:10]2[CH:15]=[CH:14][C:13]([F:16])=[CH:12][CH:11]=2)[C:6](=[O:17])[C:5]=1[C:18]([O:20][CH3:21])=[O:19].